This data is from Reaction yield outcomes from USPTO patents with 853,638 reactions. The task is: Predict the reaction yield, written as a fraction of the theoretical maximum amount of product (1.0 means a 100% yield; for example, 0.34 means a 34% yield). (1) The reactants are [Br:1][C:2]1[CH:3]=[C:4]([CH:12]([CH2:18][CH:19]([CH3:21])[CH3:20])[C:13]([O:15][CH2:16][CH3:17])=[O:14])[CH:5]=[C:6]([N+:9]([O-])=O)[C:7]=1[OH:8]. The catalyst is CO.[OH-].[OH-].[Pd+2]. The product is [NH2:9][C:6]1[CH:5]=[C:4]([CH:12]([CH2:18][CH:19]([CH3:20])[CH3:21])[C:13]([O:15][CH2:16][CH3:17])=[O:14])[CH:3]=[C:2]([Br:1])[C:7]=1[OH:8]. The yield is 0.720. (2) The reactants are [CH2:1]([Mg]Br)[CH3:2].C(OP(O[C:14]1[CH2:19][CH2:18][N:17]([C:20]([O:22][C:23]([CH3:26])([CH3:25])[CH3:24])=[O:21])[CH2:16][C:15]=1[C:27]([O:29][CH2:30][CH3:31])=[O:28])(OCC)=O)C.[NH4+].[Cl-]. The catalyst is C1COCC1.[Cu]I. The product is [CH2:1]([C:14]1[CH2:19][CH2:18][N:17]([C:20]([O:22][C:23]([CH3:24])([CH3:25])[CH3:26])=[O:21])[CH2:16][C:15]=1[C:27]([O:29][CH2:30][CH3:31])=[O:28])[CH3:2]. The yield is 0.150.